Dataset: Reaction yield outcomes from USPTO patents with 853,638 reactions. Task: Predict the reaction yield, written as a fraction of the theoretical maximum amount of product (1.0 means a 100% yield; for example, 0.34 means a 34% yield). (1) The reactants are [Cl:1][C:2]1[CH:3]=[CH:4][C:5]2[N+:10]([O-:11])=[N:9][C:8](=[O:12])[NH:7][C:6]=2[CH:13]=1.C([O-])([O-])=O.[K+].[K+].[CH2:20](I)[CH:21]=[CH2:22].O. The catalyst is CN(C=O)C. The product is [Cl:1][C:2]1[CH:3]=[CH:4][C:5]2[N+:10]([O-:11])=[N:9][C:8](=[O:12])[N:7]([CH2:22][CH:21]=[CH2:20])[C:6]=2[CH:13]=1. The yield is 0.560. (2) The reactants are [CH3:1][CH2:2]OCC.[CH3:6][C:7]1[CH:8]=[N:9][NH:10][CH:11]=1.[Li]CCCC.C(O[B:21]1[O:25][C:24]([CH3:27])([CH3:26])[C:23]([CH3:29])([CH3:28])[O:22]1)(C)C. The catalyst is [NH4+].[Cl-]. The product is [CH2:1]([N:9]1[C:8]([B:21]2[O:25][C:24]([CH3:27])([CH3:26])[C:23]([CH3:29])([CH3:28])[O:22]2)=[C:7]([CH3:6])[CH:11]=[N:10]1)[CH3:2]. The yield is 0.800. (3) The reactants are [F:1][C:2]1[CH:3]=[C:4]([CH:6]=[CH:7][CH:8]=1)[NH2:5].[NH2:9][C:10]1[C:11]([C:15](Cl)=[N:16][OH:17])=[N:12][O:13][N:14]=1.C(N(CC)CC)C. The catalyst is C(O)C. The product is [NH2:9][C:10]1[C:11]([C:15](=[N:16][OH:17])[NH:5][C:4]2[CH:6]=[CH:7][CH:8]=[C:2]([F:1])[CH:3]=2)=[N:12][O:13][N:14]=1. The yield is 0.290. (4) The reactants are [F:1][C:2]1[CH:7]=[CH:6][CH:5]=[C:4]([F:8])[C:3]=1[S:9]([NH:12][C:13]1[CH:14]=[C:15]([CH:21]=[CH:22][CH:23]=1)[C:16]([O:18]CC)=O)(=[O:11])=[O:10].[Li+].C[Si]([N-][Si](C)(C)C)(C)C.[Cl:34][C:35]1[N:40]=[C:39]([CH3:41])[CH:38]=[CH:37][N:36]=1. The catalyst is C1COCC1. The product is [Cl:34][C:35]1[N:40]=[C:39](/[CH:41]=[C:16](/[C:15]2[CH:14]=[C:13]([NH:12][S:9]([C:3]3[C:2]([F:1])=[CH:7][CH:6]=[CH:5][C:4]=3[F:8])(=[O:11])=[O:10])[CH:23]=[CH:22][CH:21]=2)\[OH:18])[CH:38]=[CH:37][N:36]=1. The yield is 0.960.